Dataset: NCI-60 drug combinations with 297,098 pairs across 59 cell lines. Task: Regression. Given two drug SMILES strings and cell line genomic features, predict the synergy score measuring deviation from expected non-interaction effect. (1) Drug 1: CCC1=C2CN3C(=CC4=C(C3=O)COC(=O)C4(CC)O)C2=NC5=C1C=C(C=C5)O. Drug 2: CNC(=O)C1=NC=CC(=C1)OC2=CC=C(C=C2)NC(=O)NC3=CC(=C(C=C3)Cl)C(F)(F)F. Cell line: SK-OV-3. Synergy scores: CSS=56.8, Synergy_ZIP=11.5, Synergy_Bliss=12.4, Synergy_Loewe=-18.4, Synergy_HSA=12.0. (2) Drug 1: CC1=C(C=C(C=C1)C(=O)NC2=CC(=CC(=C2)C(F)(F)F)N3C=C(N=C3)C)NC4=NC=CC(=N4)C5=CN=CC=C5. Drug 2: CC1C(C(CC(O1)OC2CC(CC3=C2C(=C4C(=C3O)C(=O)C5=C(C4=O)C(=CC=C5)OC)O)(C(=O)CO)O)N)O.Cl. Cell line: SK-OV-3. Synergy scores: CSS=14.4, Synergy_ZIP=0.190, Synergy_Bliss=-0.587, Synergy_Loewe=-11.6, Synergy_HSA=-2.30. (3) Drug 1: CC12CCC(CC1=CCC3C2CCC4(C3CC=C4C5=CN=CC=C5)C)O. Drug 2: CNC(=O)C1=NC=CC(=C1)OC2=CC=C(C=C2)NC(=O)NC3=CC(=C(C=C3)Cl)C(F)(F)F. Cell line: SK-MEL-5. Synergy scores: CSS=8.40, Synergy_ZIP=-6.08, Synergy_Bliss=-8.65, Synergy_Loewe=-21.2, Synergy_HSA=-10.1. (4) Drug 1: COC1=NC(=NC2=C1N=CN2C3C(C(C(O3)CO)O)O)N. Drug 2: C1=NC(=NC(=O)N1C2C(C(C(O2)CO)O)O)N. Cell line: HL-60(TB). Synergy scores: CSS=72.7, Synergy_ZIP=3.70, Synergy_Bliss=6.30, Synergy_Loewe=-41.4, Synergy_HSA=-4.08.